Dataset: Full USPTO retrosynthesis dataset with 1.9M reactions from patents (1976-2016). Task: Predict the reactants needed to synthesize the given product. (1) Given the product [F:11][C:12]1[CH:17]=[CH:16][CH:15]=[CH:14][C:13]=1[O:18][C:2]1[CH:7]=[CH:6][C:5]([N+:8]([O-:10])=[O:9])=[CH:4][N:3]=1, predict the reactants needed to synthesize it. The reactants are: Cl[C:2]1[CH:7]=[CH:6][C:5]([N+:8]([O-:10])=[O:9])=[CH:4][N:3]=1.[F:11][C:12]1[CH:17]=[CH:16][CH:15]=[CH:14][C:13]=1[OH:18]. (2) Given the product [CH:1]1([C:5]2[C:26]([C:27]3[NH:31][C:30]([CH2:32][CH3:34])=[N:29][N:28]=3)=[CH:25][C:8]([C:9]([N:11]3[CH2:12][CH2:13][CH:14]([C:17]4[CH:24]=[CH:23][C:20]([C:21]#[N:22])=[CH:19][CH:18]=4)[CH2:15][CH2:16]3)=[O:10])=[C:7]([CH3:33])[CH:6]=2)[CH2:4][CH2:3][CH2:2]1, predict the reactants needed to synthesize it. The reactants are: [CH:1]1([C:5]2[C:26]([C:27]3[NH:31][C:30]([CH3:32])=[N:29][N:28]=3)=[CH:25][C:8]([C:9]([N:11]3[CH2:16][CH2:15][CH:14]([C:17]4[CH:24]=[CH:23][C:20]([C:21]#[N:22])=[CH:19][CH:18]=4)[CH2:13][CH2:12]3)=[O:10])=[C:7]([CH3:33])[CH:6]=2)[CH2:4][CH2:3][CH2:2]1.[C:34](NN)(=O)CC. (3) Given the product [N:25]1([C:16]2[CH:17]=[C:18]([C:21]([F:22])([F:23])[F:24])[CH:19]=[CH:20][C:15]=2[C:6]2[CH:7]=[CH:8][CH:9]=[C:10]3[C:5]=2[CH2:4][CH2:3][NH:2][CH2:1]3)[CH:29]=[CH:28][N:27]=[CH:26]1, predict the reactants needed to synthesize it. The reactants are: [CH:1]1[C:10]2[C:5](=[C:6](B(O)O)[CH:7]=[CH:8][CH:9]=2)[CH:4]=[CH:3][N:2]=1.Br[C:15]1[CH:20]=[CH:19][C:18]([C:21]([F:24])([F:23])[F:22])=[CH:17][C:16]=1[N:25]1[CH:29]=[CH:28][N:27]=[CH:26]1.P([O-])([O-])([O-])=O.[K+].[K+].[K+].C(O)(=O)C. (4) Given the product [Cl:1][C:2]1[CH:9]=[C:8]([N:10]([CH2:16][C:17]2[CH:22]=[CH:21][CH:20]=[CH:19][C:18]=2[CH3:23])[C@H:11]2[CH2:15][CH2:14][N:13]([CH2:30][C:27]3[CH:28]=[CH:29][N:24]=[CH:25][CH:26]=3)[CH2:12]2)[CH:7]=[CH:6][C:3]=1[C:4]#[N:5], predict the reactants needed to synthesize it. The reactants are: [Cl:1][C:2]1[CH:9]=[C:8]([N:10]([CH2:16][C:17]2[CH:22]=[CH:21][CH:20]=[CH:19][C:18]=2[CH3:23])[C@H:11]2[CH2:15][CH2:14][NH:13][CH2:12]2)[CH:7]=[CH:6][C:3]=1[C:4]#[N:5].[N:24]1[CH:29]=[CH:28][C:27]([CH:30]=O)=[CH:26][CH:25]=1. (5) Given the product [CH3:1][O:2][C:3]1[CH:4]=[C:5]([C:11]2[N:12]=[C:13]3[CH:21]=[CH:20][C:19]([C:37]4[CH2:38][N:39]([C:43]([O:45][C:46]([CH3:49])([CH3:48])[CH3:47])=[O:44])[CH2:40][CH2:41][CH:42]=4)=[CH:18][N:14]3[C:15](=[O:17])[CH:16]=2)[CH:6]=[CH:7][C:8]=1[O:9][CH3:10], predict the reactants needed to synthesize it. The reactants are: [CH3:1][O:2][C:3]1[CH:4]=[C:5]([C:11]2[N:12]=[C:13]3[CH:21]=[CH:20][C:19](B4OC(C)(C)C(C)(C)O4)=[CH:18][N:14]3[C:15](=[O:17])[CH:16]=2)[CH:6]=[CH:7][C:8]=1[O:9][CH3:10].FC(F)(F)S(O[C:37]1[CH2:38][N:39]([C:43]([O:45][C:46]([CH3:49])([CH3:48])[CH3:47])=[O:44])[CH2:40][CH2:41][CH:42]=1)(=O)=O.C(=O)([O-])[O-].[K+].[K+]. (6) Given the product [NH2:1][C:2]1[C:7]([C:8]2[CH:16]=[CH:15][C:11]([C:12]([NH:19][C@@H:20]([C:23]3[CH:28]=[CH:27][CH:26]=[C:25]([Cl:29])[CH:24]=3)[CH2:21][OH:22])=[O:14])=[C:10]([F:17])[CH:9]=2)=[CH:6][C:5]([Br:18])=[CH:4][N:3]=1, predict the reactants needed to synthesize it. The reactants are: [NH2:1][C:2]1[C:7]([C:8]2[CH:16]=[CH:15][C:11]([C:12]([OH:14])=O)=[C:10]([F:17])[CH:9]=2)=[CH:6][C:5]([Br:18])=[CH:4][N:3]=1.[NH2:19][C@@H:20]([C:23]1[CH:28]=[CH:27][CH:26]=[C:25]([Cl:29])[CH:24]=1)[CH2:21][OH:22].O.CCOC(C)=O. (7) Given the product [CH2:1]([O:8][C:9]1[CH:18]=[C:17]2[C:12]([C:13]([O:19][C:20]3[CH:25]=[CH:24][C:23]([NH:26][C:38]([NH:37][C:34]4[CH:33]=[CH:32][C:31]([C:30]([F:29])([F:40])[F:41])=[CH:36][CH:35]=4)=[O:39])=[CH:22][CH:21]=3)=[CH:14][CH:15]=[N:16]2)=[CH:11][C:10]=1[O:27][CH3:28])[C:2]1[CH:7]=[CH:6][CH:5]=[CH:4][CH:3]=1, predict the reactants needed to synthesize it. The reactants are: [CH2:1]([O:8][C:9]1[CH:18]=[C:17]2[C:12]([C:13]([O:19][C:20]3[CH:25]=[CH:24][C:23]([NH2:26])=[CH:22][CH:21]=3)=[CH:14][CH:15]=[N:16]2)=[CH:11][C:10]=1[O:27][CH3:28])[C:2]1[CH:7]=[CH:6][CH:5]=[CH:4][CH:3]=1.[F:29][C:30]([F:41])([F:40])[C:31]1[CH:36]=[CH:35][C:34]([N:37]=[C:38]=[O:39])=[CH:33][CH:32]=1. (8) Given the product [Cl:1][CH:2]([Cl:8])[C:3]1[CH:4]=[CH:5][N:10]([CH3:9])[N:11]=1, predict the reactants needed to synthesize it. The reactants are: [Cl:1][CH:2]([Cl:8])[C:3](=O)[CH:4]=[CH:5]Cl.[CH3:9][N:10](C)[NH2:11]. (9) Given the product [Br:18][C:9]1[C:8](=[O:10])[N:7]2[C:11]([CH3:14])=[CH:12][S:13][C:6]2=[N:5][C:4]=1[CH:2]([Br:1])[CH3:3], predict the reactants needed to synthesize it. The reactants are: [Br:1][CH:2]([C:4]1[N:5]=[C:6]2[S:13][CH:12]=[C:11]([CH3:14])[N:7]2[C:8](=[O:10])[CH:9]=1)[CH3:3].C(#N)C.[Br:18]N1C(=O)CCC1=O.S([O-])([O-])=O.[Na+].[Na+].